From a dataset of Forward reaction prediction with 1.9M reactions from USPTO patents (1976-2016). Predict the product of the given reaction. (1) Given the reactants Br[C:2]1[CH:3]=[CH:4][C:5](O)=[C:6]([C:8]2[CH:17]=[CH:16][C:15]3[C:10](=[CH:11][CH:12]=[C:13]([C:18]4[N:22](C5CCCCC5)[C:21]5[CH:29]=[CH:30][C:31]([C:33]([OH:35])=[O:34])=[CH:32][C:20]=5[N:19]=4)[CH:14]=3)[N:9]=2)C=1.C(OC([C:42]1[CH:65]=[CH:64][C:45]2N(C3CCCCC3)C([C:42]3[CH:65]=[CH:64][C:45](N)=[C:44](C=O)[CH:43]=3)=N[C:44]=2[CH:43]=1)=O)C.[N:66]1C=CC=CC=1C(=O)C.[OH-].[K+], predict the reaction product. The product is: [CH:42]1([N:22]2[C:21]3[CH:29]=[CH:30][C:31]([C:33]([OH:35])=[O:34])=[CH:32][C:20]=3[N:19]=[C:18]2[C:13]2[CH:14]=[C:15]3[C:10](=[CH:11][CH:12]=2)[N:9]=[C:8]([C:6]2[CH:5]=[CH:4][CH:3]=[CH:2][N:66]=2)[CH:17]=[CH:16]3)[CH2:65][CH2:64][CH2:45][CH2:44][CH2:43]1. (2) The product is: [Si:1]([O:8][C@H:9]1[CH2:14][CH2:13][C@H:12]([N:15]2[C:19]([Cl:20])=[C:18]([B:34]3[O:38][C:37]([CH3:40])([CH3:39])[C:36]([CH3:42])([CH3:41])[O:35]3)[CH:17]=[N:16]2)[CH2:11][CH2:10]1)([C:4]([CH3:7])([CH3:6])[CH3:5])([CH3:3])[CH3:2]. Given the reactants [Si:1]([O:8][C@H:9]1[CH2:14][CH2:13][C@H:12]([N:15]2[C:19]([Cl:20])=[C:18](I)[CH:17]=[N:16]2)[CH2:11][CH2:10]1)([C:4]([CH3:7])([CH3:6])[CH3:5])([CH3:3])[CH3:2].C1COCC1.C([Mg]Cl)(C)C.CO[B:34]1[O:38][C:37]([CH3:40])([CH3:39])[C:36]([CH3:42])([CH3:41])[O:35]1.[NH4+].[Cl-], predict the reaction product. (3) Given the reactants [C:1]([OH:10])(=[O:9])[CH2:2][CH2:3][CH2:4][CH2:5][C:6]([OH:8])=[O:7].C([O-])(=O)C.[Na+:15], predict the reaction product. The product is: [C:1]([OH:10])(=[O:9])[CH2:2][CH2:3][CH2:4][CH2:5][C:6]([O-:8])=[O:7].[Na+:15].